This data is from Reaction yield outcomes from USPTO patents with 853,638 reactions. The task is: Predict the reaction yield, written as a fraction of the theoretical maximum amount of product (1.0 means a 100% yield; for example, 0.34 means a 34% yield). (1) The product is [CH2:17]([C:11]1[NH:8][C:2]2[C:7]([C:12]=1[CH2:13][C:14]([OH:16])=[O:15])=[CH:6][CH:5]=[CH:4][CH:3]=2)[CH3:18]. The reactants are Cl.[C:2]1([NH:8]N)[CH:7]=[CH:6][CH:5]=[CH:4][CH:3]=1.O=[C:11]([CH2:17][CH3:18])[CH2:12][CH2:13][C:14]([OH:16])=[O:15]. No catalyst specified. The yield is 0.100. (2) The reactants are [NH:1]1[C:9]2[C:4](=[CH:5][CH:6]=[CH:7][CH:8]=2)[C:3]2([CH2:13][O:12][C:11]3[CH:14]=[C:15]4[C:19](=[CH:20][C:10]2=3)[CH2:18][CH2:17][O:16]4)[C:2]1=[O:21].Br[CH2:23][C:24]([O:26][CH2:27][CH3:28])=[O:25].C(=O)([O-])[O-].[Cs+].[Cs+]. The catalyst is CC(C)=O. The product is [O:21]=[C:2]1[C:3]2([CH2:13][O:12][C:11]3[CH:14]=[C:15]4[C:19](=[CH:20][C:10]2=3)[CH2:18][CH2:17][O:16]4)[C:4]2[C:9](=[CH:8][CH:7]=[CH:6][CH:5]=2)[N:1]1[CH2:23][C:24]([O:26][CH2:27][CH3:28])=[O:25]. The yield is 0.630. (3) The reactants are [Cu][C:2]#[N:3].Br[C:5]1[CH:10]=[CH:9][C:8]([O:11][CH2:12][CH3:13])=[C:7]([O:14][CH2:15][CH3:16])[C:6]=1[F:17].C(OCC)(=O)C.N. The catalyst is CN(C)C=O. The product is [CH2:15]([O:14][C:7]1[C:6]([F:17])=[C:5]([CH:10]=[CH:9][C:8]=1[O:11][CH2:12][CH3:13])[C:2]#[N:3])[CH3:16]. The yield is 0.943. (4) The reactants are [CH3:1][C:2]1[C:7]([NH:8][C:9]2[N:14]=[CH:13][CH:12]=[CH:11][C:10]=2[C:15]([OH:17])=[O:16])=[CH:6][CH:5]=[CH:4][C:3]=1[C:18]([F:21])([F:20])[F:19].CNC[C@H](O)[C@@H](O)[C@H](O)[C@H](O)CO. The catalyst is O. The product is [CH3:1][C:2]1[C:7]([NH:8][C:9]2[N:14]=[CH:13][CH:12]=[CH:11][C:10]=2[C:15]([OH:17])=[O:16])=[CH:6][CH:5]=[CH:4][C:3]=1[C:18]([F:20])([F:19])[F:21]. The yield is 0.900. (5) The reactants are [CH:1]([C@H:14]1[O:19][CH2:18][C@@H:17]([NH2:20])[CH2:16][CH2:15]1)([C:8]1[CH:13]=[CH:12][CH:11]=[CH:10][CH:9]=1)[C:2]1[CH:7]=[CH:6][CH:5]=[CH:4][CH:3]=1.[CH3:21][O:22][C:23]1[CH:30]=[CH:29][C:26]([CH:27]=O)=[CH:25][CH:24]=1.C(O)(=O)C.[BH3-]C#N.[Na+]. The catalyst is ClCCCl.CO. The product is [CH:1]([C@H:14]1[O:19][CH2:18][C@@H:17]([NH:20][CH2:27][C:26]2[CH:29]=[CH:30][C:23]([O:22][CH3:21])=[CH:24][CH:25]=2)[CH2:16][CH2:15]1)([C:8]1[CH:13]=[CH:12][CH:11]=[CH:10][CH:9]=1)[C:2]1[CH:3]=[CH:4][CH:5]=[CH:6][CH:7]=1. The yield is 0.780.